This data is from Full USPTO retrosynthesis dataset with 1.9M reactions from patents (1976-2016). The task is: Predict the reactants needed to synthesize the given product. Given the product [Na+:36].[CH2:1]([N:3]([CH:29]1[CH2:34][CH2:33][O:32][CH2:31][CH2:30]1)[C:4]1[C:5]([CH3:28])=[C:6]([CH:11]=[C:12]([C:14]2[CH:15]=[N:16][C:17]([N:20]3[CH2:26][CH2:25][CH2:24][N:23]([CH3:27])[CH2:22][CH2:21]3)=[CH:18][CH:19]=2)[CH:13]=1)[C:7]([O-:9])=[O:8])[CH3:2], predict the reactants needed to synthesize it. The reactants are: [CH2:1]([N:3]([CH:29]1[CH2:34][CH2:33][O:32][CH2:31][CH2:30]1)[C:4]1[C:5]([CH3:28])=[C:6]([CH:11]=[C:12]([C:14]2[CH:15]=[N:16][C:17]([N:20]3[CH2:26][CH2:25][CH2:24][N:23]([CH3:27])[CH2:22][CH2:21]3)=[CH:18][CH:19]=2)[CH:13]=1)[C:7]([O:9]C)=[O:8])[CH3:2].[OH-].[Na+:36].Cl.